This data is from Forward reaction prediction with 1.9M reactions from USPTO patents (1976-2016). The task is: Predict the product of the given reaction. (1) Given the reactants [N+:1]([C:4]1[N:9]=[CH:8][C:7]([C:10]2[CH2:11][CH2:12][N:13]([CH2:16][C:17]([F:20])([F:19])[F:18])[CH2:14][CH:15]=2)=[CH:6][CH:5]=1)([O-])=O, predict the reaction product. The product is: [F:20][C:17]([F:18])([F:19])[CH2:16][N:13]1[CH2:12][CH2:11][CH:10]([C:7]2[CH:6]=[CH:5][C:4]([NH2:1])=[N:9][CH:8]=2)[CH2:15][CH2:14]1. (2) Given the reactants C(O[N:7]=[C:8]1[C:16]2[C:11](=[CH:12][CH:13]=[CH:14][CH:15]=2)[N:10]([CH2:17][CH2:18][CH2:19][CH2:20][CH3:21])[C:9]1=[O:22])CCCC.[C:23](O[C:23]([O:25][C:26]([CH3:29])([CH3:28])[CH3:27])=[O:24])([O:25][C:26]([CH3:29])([CH3:28])[CH3:27])=[O:24], predict the reaction product. The product is: [O:22]=[C:9]1[CH:8]([NH:7][C:23](=[O:24])[O:25][C:26]([CH3:29])([CH3:28])[CH3:27])[C:16]2[C:11](=[CH:12][CH:13]=[CH:14][CH:15]=2)[N:10]1[CH2:17][CH2:18][CH2:19][CH2:20][CH3:21]. (3) Given the reactants [Cl:1][C:2]1[CH:7]=[CH:6][C:5]([N:8]([C@H:12]2[C:21]3[C:16](=[CH:17][CH:18]=[CH:19][CH:20]=3)[N:15]([C:22](=[O:31])[C:23]3[CH:28]=[CH:27][C:26]([F:29])=[C:25]([OH:30])[CH:24]=3)[C@@H:14]([CH3:32])[CH2:13]2)[C:9](=[O:11])[CH3:10])=[CH:4][CH:3]=1.C([O-])([O-])=O.[Cs+].[Cs+].Br[CH2:40][CH2:41][C:42]([CH3:48])([CH3:47])[C:43]([O:45][CH3:46])=[O:44], predict the reaction product. The product is: [C:9]([N:8]([C:5]1[CH:4]=[CH:3][C:2]([Cl:1])=[CH:7][CH:6]=1)[C@H:12]1[C:21]2[C:16](=[CH:17][CH:18]=[CH:19][CH:20]=2)[N:15]([C:22]([C:23]2[CH:28]=[CH:27][C:26]([F:29])=[C:25]([CH:24]=2)[O:30][CH2:40][CH2:41][C:42]([CH3:48])([CH3:47])[C:43]([O:45][CH3:46])=[O:44])=[O:31])[C@@H:14]([CH3:32])[CH2:13]1)(=[O:11])[CH3:10]. (4) The product is: [Cl:65][C:62]1[CH:63]=[CH:64][C:59]([C@@:55]23[O:58][C@@:51]([CH2:50][OH:49])([CH2:57][O:56]2)[C@@H:52]([OH:78])[C@H:53]([OH:77])[C@H:54]3[OH:76])=[CH:60][C:61]=1[CH2:66][C:67]1[CH:68]=[CH:69][C:70]([O:73][CH2:74][CH3:75])=[CH:71][CH:72]=1. Given the reactants C[O-].[Na+].C(OC[C@]12O[C@@](C3C=CC(Cl)=C(CC4C=CC(OCC)=CC=4)C=3)(OC1)[C@H](CC([O-])=O)[C@@H](CC([O-])=O)[C@@H]2CC([O-])=O)(=O)C.C([O:49][CH2:50][C@:51]12[O:58][C@:55]([C:59]3[CH:64]=[CH:63][C:62]([Cl:65])=[C:61]([CH2:66][C:67]4[CH:72]=[CH:71][C:70]([O:73][CH2:74][CH3:75])=[CH:69][CH:68]=4)[CH:60]=3)([O:56][CH2:57]1)[C@H:54]([OH:76])[C@@H:53]([OH:77])[C@@H:52]2[OH:78])(=O)C, predict the reaction product. (5) Given the reactants [CH3:1][O:2][C:3]1[CH:10]=[CH:9][C:8]([O:11][CH3:12])=[CH:7][C:4]=1[CH:5]=O.[NH2:13][C:14]1[CH:18]=[CH:17][NH:16][N:15]=1.O=[C:20]([CH2:27][CH2:28][CH3:29])[CH2:21][C:22]([O:24][CH2:25][CH3:26])=[O:23], predict the reaction product. The product is: [CH3:1][O:2][C:3]1[CH:10]=[CH:9][C:8]([O:11][CH3:12])=[CH:7][C:4]=1[CH:5]1[C:21]([C:22]([O:24][CH2:25][CH3:26])=[O:23])=[C:20]([CH2:27][CH2:28][CH3:29])[NH:13][C:14]2=[N:15][NH:16][CH:17]=[C:18]12.